From a dataset of Catalyst prediction with 721,799 reactions and 888 catalyst types from USPTO. Predict which catalyst facilitates the given reaction. (1) Product: [Cl:1][C:2]1[CH:10]=[CH:9][N:8]=[C:7]2[NH:6][CH:5]=[C:4]([I:13])[C:3]=12. Reactant: [Cl:1][C:2]1[CH:10]=[CH:9][N:8]=[C:7]2[C:3]=1[CH:4]=[CH:5][NH:6]2.[OH-].[K+].[I:13]I.[O-]S([O-])(=S)=O.[Na+].[Na+]. The catalyst class is: 3. (2) Reactant: [CH3:1][O:2][C:3]1[CH:4]=[C:5]([CH:7]=[CH:8][C:9]=1[CH3:10])[NH2:6].Br[CH2:12][C:13]([C:15]1([CH3:18])[CH2:17][CH2:16]1)=O.Cl. Product: [CH3:1][O:2][C:3]1[CH:4]=[C:5]2[C:7]([CH:12]=[C:13]([C:15]3([CH3:18])[CH2:17][CH2:16]3)[NH:6]2)=[CH:8][C:9]=1[CH3:10]. The catalyst class is: 8. (3) Reactant: [H-].[Na+].[C:3]1([CH:9]([C:15]([O:17][CH2:18][CH3:19])=[O:16])[C:10]([O:12][CH2:13][CH3:14])=[O:11])[CH:8]=[CH:7][CH:6]=[CH:5][CH:4]=1.Br[CH2:21][CH2:22][C:23]([O:25][CH2:26][CH3:27])=[O:24]. Product: [CH2:18]([O:17][C:15](=[O:16])[C:9]([C:10]([O:12][CH2:13][CH3:14])=[O:11])([C:3]1[CH:4]=[CH:5][CH:6]=[CH:7][CH:8]=1)[CH2:21][CH2:22][C:23]([O:25][CH2:26][CH3:27])=[O:24])[CH3:19]. The catalyst class is: 807. (4) Reactant: [CH3:1][O:2][C:3]1[CH:4]=[C:5]([N:9]2[CH:13]=[C:12]([CH3:14])[C:11]([CH:15]=[O:16])=[N:10]2)[CH:6]=[CH:7][CH:8]=1.[CH:17]1([Mg]Br)[CH2:22][CH2:21][CH2:20][CH2:19][CH2:18]1. The catalyst class is: 7. Product: [CH:17]1([CH:15]([C:11]2[C:12]([CH3:14])=[CH:13][N:9]([C:5]3[CH:6]=[CH:7][CH:8]=[C:3]([O:2][CH3:1])[CH:4]=3)[N:10]=2)[OH:16])[CH2:22][CH2:21][CH2:20][CH2:19][CH2:18]1. (5) Reactant: [CH3:1][C@H:2]1[O:8][C:7]2[CH:9]=[CH:10][CH:11]=[CH:12][C:6]=2[NH:5][C:4](=[O:13])[C@H:3]1[NH:14]C(=O)OC(C)(C)C.C(O)(C(F)(F)F)=O. Product: [NH2:14][C@@H:3]1[C:4](=[O:13])[NH:5][C:6]2[CH:12]=[CH:11][CH:10]=[CH:9][C:7]=2[O:8][C@@H:2]1[CH3:1]. The catalyst class is: 2.